From a dataset of Full USPTO retrosynthesis dataset with 1.9M reactions from patents (1976-2016). Predict the reactants needed to synthesize the given product. (1) Given the product [F:20][C:13]1[C:12]2[CH:11]=[CH:10][CH:9]=[C:8]([O:7][CH3:6])[C:16]=2[S:15][C:14]=1[C:17]([OH:19])=[O:18], predict the reactants needed to synthesize it. The reactants are: C([Li])CCC.[CH3:6][O:7][C:8]1[C:16]2[S:15][C:14]([C:17]([OH:19])=[O:18])=[CH:13][C:12]=2[CH:11]=[CH:10][CH:9]=1.[F:20]N(S(C1C=CC=CC=1)(=O)=O)S(C1C=CC=CC=1)(=O)=O.Cl. (2) Given the product [F:10][C:8]1[CH:7]=[CH:6][C:5]2[O:11][CH2:12][C@H:13]([CH2:15][OH:14])[O:3][C:4]=2[CH:9]=1, predict the reactants needed to synthesize it. The reactants are: C([O:3][C:4]1[CH:9]=[C:8]([F:10])[CH:7]=[CH:6][C:5]=1[O:11][CH2:12][C@@H:13]1[CH2:15][O:14]1)=O. (3) Given the product [Cl:1][C:2]1[CH:3]=[C:4]([CH:35]=[CH:36][C:37]=1[Cl:38])[CH2:5][CH:6]1[C:15]2[CH:14]=[C:13]([O:16][CH2:17][CH2:18][NH:19][S:20]([C:23]3[N:24]=[CH:25][N:26]([CH3:28])[CH:27]=3)(=[O:22])=[O:21])[CH:12]=[CH:11][C:10]=2[CH2:9][CH2:8][CH:7]1[NH:29][CH:30]=[O:31], predict the reactants needed to synthesize it. The reactants are: [Cl:1][C:2]1[CH:3]=[C:4]([CH:35]=[CH:36][C:37]=1[Cl:38])[CH2:5][CH:6]1[C:15]2[C:10](=[CH:11][CH:12]=[C:13]([O:16][CH2:17][CH2:18][NH:19][S:20]([C:23]3[N:24]=[CH:25][N:26]([CH3:28])[CH:27]=3)(=[O:22])=[O:21])[CH:14]=2)[CH2:9][CH2:8][CH:7]1[NH:29][C:30](=O)[O:31]CC.[H-].[H-].[H-].[H-].[Li+].[Al+3].[OH-].[Na+].